Dataset: Full USPTO retrosynthesis dataset with 1.9M reactions from patents (1976-2016). Task: Predict the reactants needed to synthesize the given product. (1) Given the product [CH3:1][N:2]1[CH2:7][CH2:6][C:5]([C:8]2[CH:13]=[CH:12][CH:11]=[CH:10][CH:9]=2)([CH2:14][NH:15][C:30]([C:20]2[C:21]3[C:26](=[CH:25][CH:24]=[CH:23][CH:22]=3)[C:27]([O:28][CH3:29])=[C:18]([C:16]#[N:17])[C:19]=2[O:33][CH3:34])=[O:31])[CH2:4][CH2:3]1, predict the reactants needed to synthesize it. The reactants are: [CH3:1][N:2]1[CH2:7][CH2:6][C:5]([CH2:14][NH2:15])([C:8]2[CH:13]=[CH:12][CH:11]=[CH:10][CH:9]=2)[CH2:4][CH2:3]1.[C:16]([C:18]1[C:19]([O:33][CH3:34])=[C:20]([C:30](Cl)=[O:31])[C:21]2[C:26]([C:27]=1[O:28][CH3:29])=[CH:25][CH:24]=[CH:23][CH:22]=2)#[N:17]. (2) Given the product [Br:1][C:2]1[CH:6]=[N:5][N:4]([CH3:7])[C:3]=1[C:8]1[CH:9]=[C:10]([NH:23][C:32]([NH:31][C:28]2[CH:29]=[CH:30][C:25]([Cl:24])=[CH:26][CH:27]=2)=[O:33])[CH:11]=[CH:12][C:13]=1[O:14][CH2:15][CH2:16][C:17]1[CH:18]=[CH:19][CH:20]=[CH:21][CH:22]=1, predict the reactants needed to synthesize it. The reactants are: [Br:1][C:2]1[CH:6]=[N:5][N:4]([CH3:7])[C:3]=1[C:8]1[CH:9]=[C:10]([NH2:23])[CH:11]=[CH:12][C:13]=1[O:14][CH2:15][CH2:16][C:17]1[CH:22]=[CH:21][CH:20]=[CH:19][CH:18]=1.[Cl:24][C:25]1[CH:30]=[CH:29][C:28]([N:31]=[C:32]=[O:33])=[CH:27][CH:26]=1. (3) Given the product [CH3:1][O:2][C:3]([C:5]1[S:6][C:7]([C:11]([F:14])([F:12])[F:13])=[CH:8][C:9]=1[O:10][CH2:15][CH3:16])=[O:4], predict the reactants needed to synthesize it. The reactants are: [CH3:1][O:2][C:3]([C:5]1[S:6][C:7]([C:11]([F:14])([F:13])[F:12])=[CH:8][C:9]=1[OH:10])=[O:4].[CH2:15](I)[CH3:16]. (4) The reactants are: O=[C:2]1[CH2:6][CH2:5][CH2:4][CH:3]1[C:7]([O:9][CH2:10][CH3:11])=[O:8].[CH2:12]([NH2:17])[CH2:13][CH:14]([CH3:16])[CH3:15]. Given the product [CH2:10]([O:9][C:7]([C:3]1[CH2:4][CH2:5][CH2:6][C:2]=1[NH:17][CH2:12][CH2:13][CH:14]([CH3:16])[CH3:15])=[O:8])[CH3:11], predict the reactants needed to synthesize it.